From a dataset of Reaction yield outcomes from USPTO patents with 853,638 reactions. Predict the reaction yield, written as a fraction of the theoretical maximum amount of product (1.0 means a 100% yield; for example, 0.34 means a 34% yield). The reactants are [Cl:1][C:2]1[N:7]=[C:6]([NH:8][C:9]2[C:13]([CH3:14])=[C:12]([CH3:15])[N:11]([C:16]([O:18][C:19]([CH3:22])([CH3:21])[CH3:20])=[O:17])[N:10]=2)[CH:5]=[CH:4][N:3]=1.[C:23](=O)([O-])[O-].[K+].[K+].IC. The catalyst is CN(C)C=O. The product is [Cl:1][C:2]1[N:7]=[C:6]([N:8]([CH3:23])[C:9]2[C:13]([CH3:14])=[C:12]([CH3:15])[N:11]([C:16]([O:18][C:19]([CH3:22])([CH3:21])[CH3:20])=[O:17])[N:10]=2)[CH:5]=[CH:4][N:3]=1. The yield is 0.550.